This data is from Full USPTO retrosynthesis dataset with 1.9M reactions from patents (1976-2016). The task is: Predict the reactants needed to synthesize the given product. Given the product [Cl:26][C:6]1[CH:5]=[CH:4][C:3]([CH:8]2[CH2:13][CH2:12][CH2:11][N:10]([C:14]([C:16]3[CH:21]=[CH:20][N:19]=[C:18]([N:22]([CH3:24])[CH3:23])[CH:17]=3)=[O:15])[CH2:9]2)=[C:2]([F:1])[CH:7]=1, predict the reactants needed to synthesize it. The reactants are: [F:1][C:2]1[CH:7]=[CH:6][CH:5]=[CH:4][C:3]=1[CH:8]1[CH2:13][CH2:12][CH2:11][N:10]([C:14]([C:16]2[CH:21]=[CH:20][N:19]=[C:18]([N:22]([CH3:24])[CH3:23])[CH:17]=2)=[O:15])[CH2:9]1.Cl.[Cl:26]C1C=CC(C2CCCNC2)=C(F)C=1.Cl.CN(C)C1C=C(C=CN=1)C(O)=O.